Dataset: Catalyst prediction with 721,799 reactions and 888 catalyst types from USPTO. Task: Predict which catalyst facilitates the given reaction. (1) Reactant: C([O:3][C:4]([C:6]1[S:10][C:9]([NH:11][C:12]2[CH:17]=[CH:16][C:15]([O:18][CH3:19])=[C:14]([O:20][CH3:21])[CH:13]=2)=[N:8][CH:7]=1)=[O:5])C.[OH-].[K+]. Product: [CH3:21][O:20][C:14]1[CH:13]=[C:12]([NH:11][C:9]2[S:10][C:6]([C:4]([OH:5])=[O:3])=[CH:7][N:8]=2)[CH:17]=[CH:16][C:15]=1[O:18][CH3:19]. The catalyst class is: 1. (2) Reactant: [NH2:1][CH:2]([CH2:15][C:16]1[CH:21]=[CH:20][CH:19]=[C:18]([O:22][C:23]([F:28])([F:27])[CH:24]([F:26])[F:25])[CH:17]=1)[CH:3]([C:5]1[CH:14]=[CH:13][C:8]([C:9]([O:11][CH3:12])=[O:10])=[CH:7][CH:6]=1)[OH:4].[C:29]1([C:40](O)=[O:41])[CH:30]=[CH:31][CH:32]=[C:33]2[CH2:39][CH2:38][CH2:37][CH:36]=[CH:35][C:34]=12.O.ON1C2C=CC=CC=2N=N1.Cl.C(N=C=NCCCN(C)C)C. Product: [C:29]1([C:40]([NH:1][CH:2]([CH2:15][C:16]2[CH:21]=[CH:20][CH:19]=[C:18]([O:22][C:23]([F:27])([F:28])[CH:24]([F:25])[F:26])[CH:17]=2)[CH:3]([C:5]2[CH:14]=[CH:13][C:8]([C:9]([O:11][CH3:12])=[O:10])=[CH:7][CH:6]=2)[OH:4])=[O:41])[C:34]2[CH:35]=[CH:36][CH2:37][CH2:38][CH2:39][C:33]=2[CH:32]=[CH:31][CH:30]=1. The catalyst class is: 115.